Dataset: NCI-60 drug combinations with 297,098 pairs across 59 cell lines. Task: Regression. Given two drug SMILES strings and cell line genomic features, predict the synergy score measuring deviation from expected non-interaction effect. (1) Drug 1: CS(=O)(=O)C1=CC(=C(C=C1)C(=O)NC2=CC(=C(C=C2)Cl)C3=CC=CC=N3)Cl. Drug 2: CN(C(=O)NC(C=O)C(C(C(CO)O)O)O)N=O. Cell line: NCI-H460. Synergy scores: CSS=0.812, Synergy_ZIP=5.29, Synergy_Bliss=7.01, Synergy_Loewe=3.95, Synergy_HSA=6.75. (2) Drug 1: CCC1(CC2CC(C3=C(CCN(C2)C1)C4=CC=CC=C4N3)(C5=C(C=C6C(=C5)C78CCN9C7C(C=CC9)(C(C(C8N6C)(C(=O)OC)O)OC(=O)C)CC)OC)C(=O)OC)O.OS(=O)(=O)O. Drug 2: CN(CC1=CN=C2C(=N1)C(=NC(=N2)N)N)C3=CC=C(C=C3)C(=O)NC(CCC(=O)O)C(=O)O. Cell line: NCI/ADR-RES. Synergy scores: CSS=8.01, Synergy_ZIP=-3.67, Synergy_Bliss=-3.59, Synergy_Loewe=-9.21, Synergy_HSA=-5.45. (3) Drug 1: COC1=NC(=NC2=C1N=CN2C3C(C(C(O3)CO)O)O)N. Drug 2: CCN(CC)CCNC(=O)C1=C(NC(=C1C)C=C2C3=C(C=CC(=C3)F)NC2=O)C. Cell line: OVCAR-5. Synergy scores: CSS=-3.69, Synergy_ZIP=-0.407, Synergy_Bliss=-5.89, Synergy_Loewe=-7.48, Synergy_HSA=-7.21.